Dataset: Catalyst prediction with 721,799 reactions and 888 catalyst types from USPTO. Task: Predict which catalyst facilitates the given reaction. (1) Reactant: [CH2:1]([O:8][C:9]1[CH:14]=[CH:13][C:12]([CH2:15][CH2:16][O:17][C:18]2[CH:23]=[CH:22][C:21]([CH2:24][CH2:25][NH:26]C(=O)OC(C)(C)C)=[CH:20][CH:19]=2)=[CH:11][C:10]=1[C@@H:34]([C:44]1[CH:49]=[CH:48][CH:47]=[CH:46][CH:45]=1)[CH2:35][CH2:36][N:37]([CH:41]([CH3:43])[CH3:42])[CH:38]([CH3:40])[CH3:39])[C:2]1[CH:7]=[CH:6][CH:5]=[CH:4][CH:3]=1.[ClH:50]. Product: [ClH:50].[ClH:50].[NH2:26][CH2:25][CH2:24][C:21]1[CH:22]=[CH:23][C:18]([O:17][CH2:16][CH2:15][C:12]2[CH:13]=[CH:14][C:9]([O:8][CH2:1][C:2]3[CH:3]=[CH:4][CH:5]=[CH:6][CH:7]=3)=[C:10]([C@@H:34]([C:44]3[CH:45]=[CH:46][CH:47]=[CH:48][CH:49]=3)[CH2:35][CH2:36][N:37]([CH:41]([CH3:43])[CH3:42])[CH:38]([CH3:40])[CH3:39])[CH:11]=2)=[CH:19][CH:20]=1. The catalyst class is: 12. (2) Reactant: C[N:2](C)[CH:3]=[C:4]([C:7]1[N:11]([CH3:12])[N:10]=[CH:9][CH:8]=1)[C:5]#[N:6].O.[NH2:15]N. Product: [CH3:12][N:11]1[C:7]([C:4]2[CH:3]=[N:2][NH:6][C:5]=2[NH2:15])=[CH:8][CH:9]=[N:10]1. The catalyst class is: 15.